Dataset: Full USPTO retrosynthesis dataset with 1.9M reactions from patents (1976-2016). Task: Predict the reactants needed to synthesize the given product. (1) Given the product [Cl:18][C:15]1[CH:16]=[CH:17][C:12]([C:10]([C:2]2[CH:7]=[CH:6][C:5]([F:8])=[CH:4][CH:3]=2)([OH:11])[CH3:9])=[CH:13][CH:14]=1, predict the reactants needed to synthesize it. The reactants are: Br[C:2]1[CH:7]=[CH:6][C:5]([F:8])=[CH:4][CH:3]=1.[CH3:9][C:10]([C:12]1[CH:17]=[CH:16][C:15]([Cl:18])=[CH:14][CH:13]=1)=[O:11].ClC1C=CC(C(C2C=CC(F)=CC=2)O)=CC=1F. (2) The reactants are: [H-].[Na+].[N:3]1([CH2:8][CH2:9][CH2:10][CH2:11][C:12]2[CH:17]=[CH:16][C:15]([OH:18])=[CH:14][CH:13]=2)[CH:7]=[CH:6][N:5]=[N:4]1.Cl[CH2:20][C:21]1[N:22]=[C:23]([CH:26]=[CH:27][C:28]2[CH:33]=[CH:32][CH:31]=[C:30]([C:34]([F:37])([F:36])[F:35])[CH:29]=2)[O:24][CH:25]=1. Given the product [F:37][C:34]([F:35])([F:36])[C:30]1[CH:29]=[C:28](/[CH:27]=[CH:26]/[C:23]2[O:24][CH:25]=[C:21]([CH2:20][O:18][C:15]3[CH:14]=[CH:13][C:12]([CH2:11][CH2:10][CH2:9][CH2:8][N:3]4[CH:7]=[CH:6][N:5]=[N:4]4)=[CH:17][CH:16]=3)[N:22]=2)[CH:33]=[CH:32][CH:31]=1, predict the reactants needed to synthesize it. (3) Given the product [O:23]=[C:22]1[C:21]2[C:16](=[CH:17][CH:18]=[CH:19][CH:20]=2)[C:15](=[O:24])[N:14]1[C@H:12]([C:6]1[C:5]([C:25]2[CH:30]=[CH:29][CH:28]=[CH:27][C:26]=2[S:31]([CH3:34])(=[O:32])=[O:33])=[N:4][C:3]2[C:2]([C:35]#[N:36])=[CH:11][CH:10]=[CH:9][C:8]=2[N:7]=1)[CH3:13], predict the reactants needed to synthesize it. The reactants are: Cl[C:2]1[CH:11]=[CH:10][CH:9]=[C:8]2[C:3]=1[N:4]=[C:5]([C:25]1[CH:30]=[CH:29][CH:28]=[CH:27][C:26]=1[S:31]([CH3:34])(=[O:33])=[O:32])[C:6]([C@@H:12]([N:14]1[C:22](=[O:23])[C:21]3[C:16](=[CH:17][CH:18]=[CH:19][CH:20]=3)[C:15]1=[O:24])[CH3:13])=[N:7]2.[C:35]([Zn]C#N)#[N:36]. (4) Given the product [CH2:23]([C:4]1[CH:3]=[C:2]([CH3:1])[CH:22]=[CH:21][C:5]=1[C:6]([NH:8][C:9]1([C:18]([OH:20])=[O:19])[CH2:10][C:11]2[C:16](=[CH:15][CH:14]=[CH:13][CH:12]=2)[CH2:17]1)=[O:7])[CH:24]([CH3:26])[CH3:25], predict the reactants needed to synthesize it. The reactants are: [CH3:1][C:2]1[CH:22]=[CH:21][C:5]([C:6]([NH:8][C:9]2([C:18]([OH:20])=[O:19])[CH2:17][C:16]3[C:11](=[CH:12][CH:13]=[CH:14][CH:15]=3)[CH2:10]2)=[O:7])=[C:4]([CH:23]=[C:24]([CH3:26])[CH3:25])[CH:3]=1. (5) Given the product [Cl:1][C:2]1[CH:7]=[C:6]([CH3:10])[N:5]=[C:4]([NH2:9])[CH:3]=1, predict the reactants needed to synthesize it. The reactants are: [Cl:1][C:2]1[CH:7]=[C:6](Cl)[N:5]=[C:4]([NH2:9])[CH:3]=1.[CH3:10]B1OB(C)OB(C)O1.C([O-])([O-])=O.[K+].[K+]. (6) Given the product [CH:7]([N:8]([CH3:9])[C:28]([CH2:27][NH:26][C:24](=[O:25])[CH2:23][CH2:22][C:16]1[CH:17]=[CH:18][CH:19]=[CH:20][CH:21]=1)=[O:30])([C:10]1[CH:11]=[CH:12][CH:13]=[CH:14][CH:15]=1)[C:1]1[CH:6]=[CH:5][CH:4]=[CH:3][CH:2]=1, predict the reactants needed to synthesize it. The reactants are: [C:1]1([CH:7]([C:10]2[CH:15]=[CH:14][CH:13]=[CH:12][CH:11]=2)[NH:8][CH3:9])[CH:6]=[CH:5][CH:4]=[CH:3][CH:2]=1.[C:16]1([CH2:22][CH2:23][C:24]([NH:26][CH2:27][C:28]([OH:30])=O)=[O:25])[CH:21]=[CH:20][CH:19]=[CH:18][CH:17]=1.CCN(C(C)C)C(C)C.CN(C(ON1N=NC2C=CC=CC1=2)=[N+](C)C)C.[B-](F)(F)(F)F. (7) Given the product [CH3:1][N:2]1[CH2:7][CH2:6][N:5]([C:25]2[C:26]3[C:27](=[O:30])[C:28]4[C:19](=[CH:18][CH:17]=[C:16]([CH3:15])[CH:29]=4)[S:20][C:21]=3[CH:22]=[C:23]([C:31]([NH2:10])=[O:32])[CH:24]=2)[CH2:4][CH2:3]1, predict the reactants needed to synthesize it. The reactants are: [CH3:1][N:2]1[CH2:7][CH2:6][NH:5][CH2:4][CH2:3]1.C([N:10](CC)CC)C.[CH3:15][C:16]1[CH:29]=[C:28]2[C:19]([S:20][C:21]3[CH:22]=[C:23]([C:31](Cl)=[O:32])[CH:24]=[CH:25][C:26]=3[C:27]2=[O:30])=[CH:18][CH:17]=1.